Dataset: Experimentally validated miRNA-target interactions with 360,000+ pairs, plus equal number of negative samples. Task: Binary Classification. Given a miRNA mature sequence and a target amino acid sequence, predict their likelihood of interaction. (1) The miRNA is rno-miR-350 with sequence UUCACAAAGCCCAUACACUUUCAC. The protein sequence of the target gene is MDSYDLFRRLGAGAKFDVKRFSADATRFQVGKRKFDSESLEVLKGLDFFGNKKSVSDECGALQIHQEPPNEEKTQGVLLERSKEPKKKKRKKMTSEVPAQEDFDGGIQWTSSVEAKLQDEKVSGEKKLTSGKLEHLRKEKVNFFRNKHKIHVQGTDLPDPIATFQQLDQEYKINSRLLQNILDAGFQVPTPIQMQAIPVMLHGRELLASAPTGSGKTLAFSIPILMQLKQPTNKGFRALVISPTRELASQIHRELIKISEGTGFRIHMIHKAAIAAKKFGPKSSKKFDILVTTPNRLIYL.... Result: 0 (no interaction). (2) The miRNA is hsa-miR-18a-3p with sequence ACUGCCCUAAGUGCUCCUUCUGG. The protein sequence of the target gene is MLCSLFLLLLAVGRVQTTRPCFPGCQCEEETFGLFDSFSLIRVDCSSLGPHIVPVPIPLDTAHLDLSSNRLETVNESVLAGPGYTTLAGLDLSYNLLTSIMPSAFSRLRYLESLDLSHNGLAALPAEIFTSSPLSDINLSHNRLREVSISAFTTHSQGRALHVDLSHNLIHRLLPHPARASLPAPTIQSLNLSWNRFRAVPDLRDLPLRYLSLDGNPLATINPDAFMGLAGLTHLSLASLQGILHLPPHGFRELPGLQVLDLSGNPKLKWAGAEVFSGLGLLQELDLSGSSLVPLPEMLL.... Result: 0 (no interaction). (3) The miRNA is hsa-miR-579-3p with sequence UUCAUUUGGUAUAAACCGCGAUU. The protein sequence of the target gene is MLELRHRGGCPGPGGAGAPPPREGEAAGGDHETESTSDKETDIDDRYGDLDARGDSDVPEVPPSSDRTPEILKKALSGLSSRWKNWWIRGILTLTMISLFFLIIYMGSFMLMLLVLGIQVKCFHEIITIGYRVYHSYDLPWFRTLSWYFLLCVNYFFYGETVADYFATFVQREEQLQFLIRYHRFISFALYLAGFCMFVLSLVKKHYRLQFYMFAWTHVTLLITVTQSHLVIQNLFEGMIWFLVPISSVICNDITAYLFGFFFGRTPLIKLSPKKTWEGFIGGFFSTVIFGFIAAYVLSK.... Result: 0 (no interaction). (4) The miRNA is rno-miR-25-3p with sequence CAUUGCACUUGUCUCGGUCUGA. The protein sequence of the target gene is MASDTPGFYMDKLNKYRQMHGVAITYKELSTSGPPHDRRFTFQVLIDEKEFPEAKGRSKQEARNAAAKLAVDILDNENKVDCHTSASEQGLFVGNYIGLVNSFAQKKKLSVNYEQCEPNSELPQRFICKCKIGQTMYGTGSGVTKQEAKQLAAKEAYQKLLKSPPKTAGTSSSVVTSTFSGFSSSSSMTSNGVSQSAPGSFSSENVFTNGLGENKRKSGVKVSPDDVQRNKYTLDARFNSDFEDIEEIGLGGFGQVFKAKHRIDGKRYAIKRVKYNTEKAEHEVQALAELNHVNIVQYHS.... Result: 0 (no interaction). (5) The miRNA is hsa-miR-4269 with sequence GCAGGCACAGACAGCCCUGGC. The protein sequence of the target gene is MSVVGIDLGFQSCYVAVARAGGIETIANEYSDRCTPACISFGPKNRSIGAAAKSQVISNAKNTVQGFKRFHGRAFSDPFVEAEKSNLAYDIVQLPTGLTGIKVTYMEEERNFTTEQVTAMLLSKLKETAESVLKKPVVDCVVSVPCFYTDAERRSVMDATQIAGLNCLRLMNETTAVALAYGIYKQDLPALEEKPRNVVFVDMGHSAYQVSVCAFNRGKLKVLATAFDTTLGGRKFDEVLVNHFCEEFGKKYKLDIKSKIRALLRLSQECEKLKKLMSANASDLPLSIECFMNDVDVSGT.... Result: 1 (interaction). (6) The miRNA is hsa-miR-1287-5p with sequence UGCUGGAUCAGUGGUUCGAGUC. The protein sequence of the target gene is MRRTGAPAQADSRGRGRARGGCPGGEATLSQPPPRGGTRGQEPQMKETIMNQEKLAKLQAQVRIGGKGTARRKKKVVHRTATADDKKLQFSLKKLGVNNISGIEEVNMFTNQGTVIHFNNPKVQASLAANTFTITGHAETKQLTEMLPSILNQLGADSLTSLRRLAEALPKQSVDGKAPLATGEDDDDEVPDLVENFDEASKNEAN. Result: 0 (no interaction). (7) The miRNA is hsa-miR-497-5p with sequence CAGCAGCACACUGUGGUUUGU. The protein sequence of the target gene is MCDCFHMVLPTWPGTPGSVSGRQLQPGEPGAETEDDHSVTEGPADEGIRPRPQGSSPVYEYTTEAADFGLQEDAPGRQGSAGRRRSWWKRDSGDSRTFFRMSRPEAVQEATEVTLKTEVEAGASGYSVTGGGDQGIFVKQVLKDSSAAKLFNLREGDQLLSTTVFFENIKYEDALKILQYSEPYKVQFKIRRQLPAPQDEEWASSDAQHGPQGKEKEDTDVADGCRETPTKTLEGDGDQERLISKPRVGRGRQSQRERLSWPKFQSIKSKRGPGPQRSHSSSEAYEPRDAHDVSPTSTDT.... Result: 1 (interaction). (8) The miRNA is hsa-miR-374a-5p with sequence UUAUAAUACAACCUGAUAAGUG. The protein sequence of the target gene is MVTTLGPKMAAEWGGGVGYSGSGPGRSRWRWSGSVWVRSVLLLLGGLRASATSTPVSLGSSPPCRHHVPSDTEVINKVHLKANHVVKRDVDEHLRIKTVYDKSVEELLPEKKNLVKNKLFPQAISYLEKTFQVRRPAGTILLSRQCATNQYLRKENDPHRYCTGECAAHTKCGPVIVPEEHLQQCRVYRGGKWPHGAVGVPDQEGISDADFVLYVGALATERCSHENIISYAAYCQQEANMDRPIAGYANLCPNMISTQPQEFVGMLSTVKHEVIHALGFSAGLFAFYHDKDGNPLTSRF.... Result: 1 (interaction).